Predict the product of the given reaction. From a dataset of Forward reaction prediction with 1.9M reactions from USPTO patents (1976-2016). (1) Given the reactants [OH:1][C:2]1[C:7]([C:8]#[N:9])=[CH:6][N:5]=[C:4]([C:10]2[CH:15]=[CH:14][CH:13]=[CH:12][CH:11]=2)[N:3]=1.Cl[CH2:17][C:18]([C:20]1[CH:25]=[CH:24][C:23]([Cl:26])=[CH:22][C:21]=1[Cl:27])=[O:19].[OH-].[Na+].C(OCC)(=O)C, predict the reaction product. The product is: [NH2:9][C:8]1[C:7]2[CH:6]=[N:5][C:4]([C:10]3[CH:11]=[CH:12][CH:13]=[CH:14][CH:15]=3)=[N:3][C:2]=2[O:1][C:17]=1[C:18]([C:20]1[CH:25]=[CH:24][C:23]([Cl:26])=[CH:22][C:21]=1[Cl:27])=[O:19]. (2) Given the reactants [CH3:1][O:2][C:3]1[C:9]2[CH:10]=[CH:11][CH:12]=[CH:13][C:8]=2[NH:7][C:6]2[CH:14]=[CH:15][CH:16]=[CH:17][C:5]=2[CH:4]=1.[O:18]([C:20]#[N:21])[Na], predict the reaction product. The product is: [CH3:1][O:2][C:3]1[C:9]2[CH:10]=[CH:11][CH:12]=[CH:13][C:8]=2[N:7]([C:20]([NH2:21])=[O:18])[C:6]2[CH:14]=[CH:15][CH:16]=[CH:17][C:5]=2[CH:4]=1. (3) Given the reactants [C:1](Cl)(=[O:4])[CH2:2][CH3:3].[CH2:6]([CH:9]1[CH2:14][CH2:13][CH:12]([C:15]2([C:21]3[CH:22]=[C:23]([OH:27])[CH:24]=[CH:25][CH:26]=3)[CH2:20][CH2:19][CH2:18][CH2:17][CH2:16]2)[CH2:11][CH2:10]1)[CH2:7][CH3:8].O.Cl, predict the reaction product. The product is: [C:1]([O:27][C:23]1[CH:24]=[CH:25][CH:26]=[C:21]([C:15]2([CH:12]3[CH2:13][CH2:14][CH:9]([CH2:6][CH2:7][CH3:8])[CH2:10][CH2:11]3)[CH2:20][CH2:19][CH2:18][CH2:17][CH2:16]2)[CH:22]=1)(=[O:4])[CH2:2][CH3:3]. (4) Given the reactants [Br:1][C:2]1[CH:9]=[CH:8][C:5]([C:6]#[N:7])=[C:4]([Cl:10])[CH:3]=1.[H-].[Al+3].[H-].[H-].Cl, predict the reaction product. The product is: [Br:1][C:2]1[CH:9]=[CH:8][C:5]([CH2:6][NH2:7])=[C:4]([Cl:10])[CH:3]=1.